Dataset: Catalyst prediction with 721,799 reactions and 888 catalyst types from USPTO. Task: Predict which catalyst facilitates the given reaction. (1) Reactant: [F:1][C:2]1[CH:7]=[CH:6][C:5]([CH:8]([C:33]2[CH:38]=[CH:37][C:36]([F:39])=[CH:35][CH:34]=2)[C:9]2[S:13][C:12]([C:14]([NH:16][C@@H:17]([CH2:22][CH2:23][CH2:24][NH:25][C:26]([O:28][C:29]([CH3:32])([CH3:31])[CH3:30])=[O:27])[C:18]([O:20]C)=[O:19])=[O:15])=[CH:11][CH:10]=2)=[CH:4][CH:3]=1. Product: [F:39][C:36]1[CH:35]=[CH:34][C:33]([CH:8]([C:5]2[CH:4]=[CH:3][C:2]([F:1])=[CH:7][CH:6]=2)[C:9]2[S:13][C:12]([C:14]([NH:16][C@@H:17]([CH2:22][CH2:23][CH2:24][NH:25][C:26]([O:28][C:29]([CH3:31])([CH3:32])[CH3:30])=[O:27])[C:18]([OH:20])=[O:19])=[O:15])=[CH:11][CH:10]=2)=[CH:38][CH:37]=1. The catalyst class is: 273. (2) Product: [CH2:1]([O:3][C:4]([C:6]1[CH:11]=[CH:10][N:9]([CH2:33][O:32][CH2:31][CH2:30][Si:29]([CH3:36])([CH3:35])[CH3:28])[C:8](=[O:12])[CH:7]=1)=[O:5])[CH3:2]. Reactant: [CH2:1]([O:3][C:4]([C:6]1[CH:11]=[CH:10][NH:9][C:8](=[O:12])[CH:7]=1)=[O:5])[CH3:2].C(=O)([O-])[O-].[K+].[K+].C(N(C(C)C)CC)(C)C.[CH3:28][Si:29]([CH3:36])([CH3:35])[CH2:30][CH2:31][O:32][CH2:33]Cl. The catalyst class is: 42. (3) Reactant: [C:1]([O:5][CH:6]([C:12]1[C:21]([CH3:22])=[C:20]([CH:23]=[O:24])[C:19]2[C:14](=[CH:15][CH:16]=[CH:17][CH:18]=2)[C:13]=1[C:25]1[CH:30]=[CH:29][C:28]([Cl:31])=[CH:27][CH:26]=1)[C:7]([O:9]CC)=[O:8])([CH3:4])([CH3:3])[CH3:2].[BH4-].[Na+].C1COCC1.CCO. Product: [C:1]([O:5][CH:6]([C:12]1[C:21]([CH3:22])=[C:20]([CH2:23][OH:24])[C:19]2[C:14](=[CH:15][CH:16]=[CH:17][CH:18]=2)[C:13]=1[C:25]1[CH:26]=[CH:27][C:28]([Cl:31])=[CH:29][CH:30]=1)[C:7]([OH:9])=[O:8])([CH3:4])([CH3:2])[CH3:3]. The catalyst class is: 6. (4) Reactant: CS(O[CH:6]1[CH2:9][N:8]([CH:10]([C:17]2[CH:22]=[CH:21][CH:20]=[CH:19][CH:18]=2)[C:11]2[CH:16]=[CH:15][CH:14]=[CH:13][CH:12]=2)[CH2:7]1)(=O)=O.[F-:23].C([N+](CCCC)(CCCC)CCCC)CCC. Product: [CH:10]([N:8]1[CH2:9][CH:6]([F:23])[CH2:7]1)([C:17]1[CH:22]=[CH:21][CH:20]=[CH:19][CH:18]=1)[C:11]1[CH:16]=[CH:15][CH:14]=[CH:13][CH:12]=1. The catalyst class is: 10. (5) Reactant: [NH2:1][C:2]1[CH:7]=[CH:6][C:5]([CH:8]2[C:17]([CH3:19])([CH3:18])[CH2:16][C:15]3[C:10](=[CH:11][CH:12]=[C:13]([C:20]([O:22][CH3:23])=[O:21])[CH:14]=3)[NH:9]2)=[CH:4][CH:3]=1.C(N(CC)C(C)C)(C)C.[F:33][C:34]1[CH:42]=[CH:41][C:37]([C:38](Cl)=[O:39])=[CH:36][CH:35]=1. Product: [F:33][C:34]1[CH:42]=[CH:41][C:37]([C:38]([NH:1][C:2]2[CH:3]=[CH:4][C:5]([CH:8]3[C:17]([CH3:18])([CH3:19])[CH2:16][C:15]4[C:10](=[CH:11][CH:12]=[C:13]([C:20]([O:22][CH3:23])=[O:21])[CH:14]=4)[NH:9]3)=[CH:6][CH:7]=2)=[O:39])=[CH:36][CH:35]=1. The catalyst class is: 4. (6) Reactant: Cl[C:2]1[CH:3]=[CH:4][C:5]([N+:9]([O-:11])=[O:10])=[C:6]([CH:8]=1)[NH2:7].[N:12]1([NH2:18])[CH2:17][CH2:16][O:15][CH2:14][CH2:13]1.C(=O)([O-])[O-].[K+].[K+].O. Product: [N:12]1([NH:18][C:2]2[CH:3]=[CH:4][C:5]([N+:9]([O-:11])=[O:10])=[C:6]([NH2:7])[CH:8]=2)[CH2:17][CH2:16][O:15][CH2:14][CH2:13]1. The catalyst class is: 80. (7) Reactant: [F:1][C:2]1[CH:7]=[C:6]([N:8]2[CH2:12][C@H:11]([CH2:13][NH:14][C:15](=[O:17])[CH3:16])[O:10][C:9]2=[O:18])[CH:5]=[CH:4][C:3]=1[C:19]1[CH:24]=[CH:23][CH:22]=[C:21]([CH2:25][N:26]=[N+]=[N-])[CH:20]=1. Product: [NH2:26][CH2:25][C:21]1[CH:20]=[C:19]([C:3]2[CH:4]=[CH:5][C:6]([N:8]3[CH2:12][C@H:11]([CH2:13][NH:14][C:15](=[O:17])[CH3:16])[O:10][C:9]3=[O:18])=[CH:7][C:2]=2[F:1])[CH:24]=[CH:23][CH:22]=1. The catalyst class is: 43. (8) Reactant: O=[C:2]1[C:11]2[C:6](=[CH:7][CH:8]=[CH:9][CH:10]=2)[O:5][CH:4]([CH:12]2[CH2:15][CH:14]([C:16]([O:18][CH2:19][CH3:20])=[O:17])[CH2:13]2)[CH2:3]1.Cl.[CH3:22][O:23][NH2:24]. Product: [CH3:22][O:23][N:24]=[C:2]1[C:11]2[C:6](=[CH:7][CH:8]=[CH:9][CH:10]=2)[O:5][CH:4]([CH:12]2[CH2:15][CH:14]([C:16]([O:18][CH2:19][CH3:20])=[O:17])[CH2:13]2)[CH2:3]1. The catalyst class is: 17. (9) Reactant: [Cl:1][C:2]1[N:3]=[CH:4][C:5]([C:8](Cl)=[O:9])=[N:6][CH:7]=1.C(N(CC)CC)C.[NH2:18][C@@H:19]([CH3:35])[CH2:20][N:21]1[CH:25]=[CH:24][C:23]([C:26]2[CH:33]=[CH:32][C:29]([C:30]#[N:31])=[C:28]([Cl:34])[CH:27]=2)=[N:22]1. Product: [Cl:1][C:2]1[N:3]=[CH:4][C:5]([C:8]([NH:18][C@@H:19]([CH3:35])[CH2:20][N:21]2[CH:25]=[CH:24][C:23]([C:26]3[CH:33]=[CH:32][C:29]([C:30]#[N:31])=[C:28]([Cl:34])[CH:27]=3)=[N:22]2)=[O:9])=[N:6][CH:7]=1. The catalyst class is: 1.